Dataset: Forward reaction prediction with 1.9M reactions from USPTO patents (1976-2016). Task: Predict the product of the given reaction. (1) Given the reactants [CH:1]([NH:4][C:5]([N:7]1[C:15]2[C:10](=[CH:11][C:12]([C:16]([F:19])([F:18])[F:17])=[CH:13][CH:14]=2)[C:9]([NH:20][CH2:21][C:22](=[O:28])[NH:23][CH:24]2[CH2:27][NH:26][CH2:25]2)=[N:8]1)=[O:6])([CH3:3])[CH3:2].[CH:29]([CH:32]1[CH2:37][CH2:36][C:35](=O)[CH2:34][CH2:33]1)([CH3:31])[CH3:30], predict the reaction product. The product is: [CH:1]([NH:4][C:5]([N:7]1[C:15]2[C:10](=[CH:11][C:12]([C:16]([F:18])([F:19])[F:17])=[CH:13][CH:14]=2)[C:9]([NH:20][CH2:21][C:22](=[O:28])[NH:23][CH:24]2[CH2:25][N:26]([CH:35]3[CH2:36][CH2:37][CH:32]([CH:29]([CH3:31])[CH3:30])[CH2:33][CH2:34]3)[CH2:27]2)=[N:8]1)=[O:6])([CH3:3])[CH3:2]. (2) The product is: [CH3:34][Si:33]([CH3:36])([CH3:35])[CH2:32][CH2:31][O:30][CH2:29][N:7]([CH2:6][O:5][CH2:4][CH2:3][Si:2]([CH3:1])([CH3:37])[CH3:38])[C:8]1[N:13]2[N:14]=[CH:15][C:16]([I:46])=[C:12]2[N:11]=[C:10]([O:17][C:18]2[CH:23]=[CH:22][C:21]([CH2:24][C:25]([O:27][CH3:28])=[O:26])=[CH:20][CH:19]=2)[CH:9]=1. Given the reactants [CH3:1][Si:2]([CH3:38])([CH3:37])[CH2:3][CH2:4][O:5][CH2:6][N:7]([CH2:29][O:30][CH2:31][CH2:32][Si:33]([CH3:36])([CH3:35])[CH3:34])[C:8]1[N:13]2[N:14]=[CH:15][CH:16]=[C:12]2[N:11]=[C:10]([O:17][C:18]2[CH:23]=[CH:22][C:21]([CH2:24][C:25]([O:27][CH3:28])=[O:26])=[CH:20][CH:19]=2)[CH:9]=1.C1C(=O)N([I:46])C(=O)C1, predict the reaction product. (3) Given the reactants Cl[C:2]1[CH:10]=[C:9]([NH:11][CH2:12][C:13]2[CH:18]=[CH:17][CH:16]=[C:15]([C:19]3[CH:24]=[CH:23][N:22]=[CH:21][CH:20]=3)[CH:14]=2)[C:5]([C:6]([NH2:8])=[O:7])=[CH:4][N:3]=1.[NH2:25][C:26]1[CH:36]=[CH:35][C:29]([C:30]([N:32]([CH3:34])[CH3:33])=[O:31])=[CH:28][CH:27]=1.C1C=CC(P(C2C(C3C(P(C4C=CC=CC=4)C4C=CC=CC=4)=CC=C4C=3C=CC=C4)=C3C(C=CC=C3)=CC=2)C2C=CC=CC=2)=CC=1.C([O-])([O-])=O.[Cs+].[Cs+], predict the reaction product. The product is: [CH3:33][N:32]([CH3:34])[C:30]([C:29]1[CH:35]=[CH:36][C:26]([NH:25][C:2]2[CH:10]=[C:9]([NH:11][CH2:12][C:13]3[CH:18]=[CH:17][CH:16]=[C:15]([C:19]4[CH:24]=[CH:23][N:22]=[CH:21][CH:20]=4)[CH:14]=3)[C:5]([C:6]([NH2:8])=[O:7])=[CH:4][N:3]=2)=[CH:27][CH:28]=1)=[O:31]. (4) The product is: [CH3:39][NH:40][C:28]([C:25]1([C:22]2[N:23]=[N:24][C:19]([C:16]3[CH:15]=[CH:14][C:13]([C@@H:11]([N:7]4[CH2:6][CH2:5][C@:4]([CH2:3][C:2]([OH:1])([CH3:38])[CH3:37])([C:31]5[CH:32]=[CH:33][CH:34]=[CH:35][CH:36]=5)[O:9][C:8]4=[O:10])[CH3:12])=[CH:18][CH:17]=3)=[CH:20][CH:21]=2)[CH2:26][CH2:27]1)=[O:29]. Given the reactants [OH:1][C:2]([CH3:38])([CH3:37])[CH2:3][C@@:4]1([C:31]2[CH:36]=[CH:35][CH:34]=[CH:33][CH:32]=2)[O:9][C:8](=[O:10])[N:7]([C@H:11]([C:13]2[CH:18]=[CH:17][C:16]([C:19]3[N:24]=[N:23][C:22]([C:25]4([C:28](O)=[O:29])[CH2:27][CH2:26]4)=[CH:21][CH:20]=3)=[CH:15][CH:14]=2)[CH3:12])[CH2:6][CH2:5]1.[CH3:39][NH2:40], predict the reaction product. (5) Given the reactants [CH2:1]([N:8]1[CH2:13][C@@H:12]([CH3:14])[NH:11][C@H:10]([CH3:15])[CH2:9]1)[C:2]1[CH:7]=[CH:6][CH:5]=[CH:4][CH:3]=1.[CH3:16][C:17]([O:20][C:21](O[C:21]([O:20][C:17]([CH3:19])([CH3:18])[CH3:16])=[O:22])=[O:22])([CH3:19])[CH3:18], predict the reaction product. The product is: [CH2:1]([N:8]1[CH2:9][C@@H:10]([CH3:15])[N:11]([C:21]([O:20][C:17]([CH3:19])([CH3:18])[CH3:16])=[O:22])[C@H:12]([CH3:14])[CH2:13]1)[C:2]1[CH:3]=[CH:4][CH:5]=[CH:6][CH:7]=1. (6) Given the reactants [C:1]([C:7]([O:9][CH3:10])=[O:8])#[C:2][C:3]([O:5][CH3:6])=[O:4].[CH2:11]1[C:16]2[NH:17][C:18]3[C:23]([C:15]=2[CH2:14][CH:13](C(O)=O)[NH:12]1)=[CH:22][CH:21]=[CH:20][CH:19]=3.[C:27](OC(=O)C)(=O)[CH3:28], predict the reaction product. The product is: [CH3:27][C:28]1[N:12]2[C:13]([CH2:14][C:15]3[C:23]4[CH:22]=[CH:21][CH:20]=[CH:19][C:18]=4[NH:17][C:16]=3[CH2:11]2)=[C:2]([C:3]([O:5][CH3:6])=[O:4])[C:1]=1[C:7]([O:9][CH3:10])=[O:8]. (7) Given the reactants Cl[C:2]1[N:7]=[C:6]([Cl:8])[C:5]([C:9]([F:12])([F:11])[F:10])=[CH:4][N:3]=1.CCOCC.[NH2:18][C:19]1[CH:24]=[CH:23][C:22]([CH:25]2[CH2:30][CH2:29][N:28]([C:31]([O:33][C:34]([CH3:37])([CH3:36])[CH3:35])=[O:32])[CH2:27][CH2:26]2)=[CH:21][C:20]=1[CH2:38][CH3:39].C(N(CC)CC)C, predict the reaction product. The product is: [Cl:8][C:6]1[C:5]([C:9]([F:12])([F:11])[F:10])=[CH:4][N:3]=[C:2]([NH:18][C:19]2[CH:24]=[CH:23][C:22]([CH:25]3[CH2:26][CH2:27][N:28]([C:31]([O:33][C:34]([CH3:36])([CH3:35])[CH3:37])=[O:32])[CH2:29][CH2:30]3)=[CH:21][C:20]=2[CH2:38][CH3:39])[N:7]=1. (8) Given the reactants C(Cl)(=O)C(Cl)=O.CS(C)=O.[Cl:11][C:12]1[N:17]=[CH:16][C:15]([O:18][C:19]([CH3:23])([CH3:22])[CH2:20][OH:21])=[CH:14][CH:13]=1.C(N(CC)CC)C, predict the reaction product. The product is: [Cl:11][C:12]1[N:17]=[CH:16][C:15]([O:18][C:19]([CH3:23])([CH3:22])[CH:20]=[O:21])=[CH:14][CH:13]=1.